Predict the reaction yield, written as a fraction of the theoretical maximum amount of product (1.0 means a 100% yield; for example, 0.34 means a 34% yield). From a dataset of Reaction yield outcomes from USPTO patents with 853,638 reactions. (1) The reactants are [CH3:1][O:2][CH:3]([C:5]1[CH:14]=[CH:13][C:8]([C:9]([O:11]C)=[O:10])=[CH:7][CH:6]=1)[CH3:4].[OH-].[Li+].Cl.[CH3:18]O. The catalyst is O. The product is [CH2:1]([O:2][CH:3]([C:5]1[CH:14]=[CH:13][C:8]([C:9]([OH:11])=[O:10])=[CH:7][CH:6]=1)[CH3:4])[CH3:18]. The yield is 0.970. (2) The reactants are [OH:1][CH:2]1[CH2:11][CH2:10][CH2:9][C:8]2[C:3]1([C:14]1[CH:19]=[CH:18][CH:17]=[C:16]([O:20][CH3:21])[CH:15]=1)[CH2:4][CH2:5][C:6](=[O:13])[C:7]=2[CH3:12]. The catalyst is C(OCC)(=O)C.[Pd]. The product is [OH:1][CH:2]1[CH2:11][CH2:10][CH2:9][CH:8]2[C:3]1([C:14]1[CH:19]=[CH:18][CH:17]=[C:16]([O:20][CH3:21])[CH:15]=1)[CH2:4][CH2:5][C:6](=[O:13])[CH:7]2[CH3:12]. The yield is 0.600. (3) No catalyst specified. The product is [NH2:22][S:19]([C:10]1[CH:9]=[C:8]([CH:7]=[C:6]([NH:5][CH2:4][CH2:3][CH2:2][CH3:1])[C:11]=1[O:12][C:13]1[CH:18]=[CH:17][CH:16]=[CH:15][CH:14]=1)[C:23]([O:25][CH2:27][C:26]([N:28]([CH3:31])[CH3:29])=[O:38])=[O:24])(=[O:21])=[O:20]. The yield is 0.600. The reactants are [CH3:1][CH2:2][CH2:3][CH2:4][NH:5][C:6]1[CH:7]=[C:8]([C:23]([OH:25])=[O:24])[CH:9]=[C:10]([S:19]([NH2:22])(=[O:21])=[O:20])[C:11]=1[O:12][C:13]1[CH:14]=[CH:15][CH:16]=[CH:17][CH:18]=1.[CH2:26]([N:28]([CH2:31]C)[CH2:29]C)[CH3:27].[I-].[Na+].CN(C)C=[O:38].